This data is from Forward reaction prediction with 1.9M reactions from USPTO patents (1976-2016). The task is: Predict the product of the given reaction. (1) Given the reactants [CH:1]1([N:7]2[C:12]([OH:13])=[C:11]([C:14]([NH:16][CH2:17][C:18]([O:20]CC)=[O:19])=[O:15])[C:10](=[O:23])[N:9]([CH:24]3[CH2:29][CH2:28][CH2:27][CH2:26][CH2:25]3)[C:8]2=[O:30])[CH2:6][CH2:5][CH2:4][CH2:3][CH2:2]1.[OH-].[Na+].Cl, predict the reaction product. The product is: [CH:24]1([N:9]2[C:10]([OH:23])=[C:11]([C:14]([NH:16][CH2:17][C:18]([OH:20])=[O:19])=[O:15])[C:12](=[O:13])[N:7]([CH:1]3[CH2:2][CH2:3][CH2:4][CH2:5][CH2:6]3)[C:8]2=[O:30])[CH2:25][CH2:26][CH2:27][CH2:28][CH2:29]1. (2) Given the reactants Cl[C:2]1[S:6][N:5]=[C:4]([CH2:7][Cl:8])[N:3]=1.[CH3:9][NH:10][CH3:11], predict the reaction product. The product is: [CH3:9][N:10]([C:2]1[S:6][N:5]=[C:4]([CH2:7][Cl:8])[N:3]=1)[CH3:11]. (3) Given the reactants Br[C:2]1[CH:3]=[C:4]2[C:8](=[CH:9][C:10]=1[Cl:11])[NH:7][CH:6]=[C:5]2[S:12]([OH:15])(=[O:14])=[O:13].CC1(C)C(C)(C)OB([C:24]2[CH:29]=[CH:28][C:27]([C:30]3[C:31]([OH:36])=[CH:32][CH:33]=[CH:34][CH:35]=3)=[CH:26][CH:25]=2)O1.C(=O)([O-])[O-].[K+].[K+], predict the reaction product. The product is: [Cl:11][C:10]1[CH:9]=[C:8]2[C:4]([C:5]([S:12]([OH:15])(=[O:14])=[O:13])=[CH:6][NH:7]2)=[CH:3][C:2]=1[C:24]1[CH:25]=[CH:26][C:27]([C:30]2[CH:35]=[CH:34][CH:33]=[CH:32][C:31]=2[OH:36])=[CH:28][CH:29]=1. (4) The product is: [CH2:6]([S:26][C@@H:27]([CH2:43][CH3:44])[C:28]([OH:29])=[O:45])[CH2:7][CH2:8][CH2:9]/[CH:10]=[CH:11]\[CH2:12]/[CH:13]=[CH:14]\[CH2:15]/[CH:16]=[CH:17]\[CH2:18]/[CH:19]=[CH:20]\[CH2:21]/[CH:22]=[CH:23]\[CH2:24][CH3:25]. Given the reactants OO.O.[OH-].[Li+].[CH2:6]([S:26][C@@H:27]([CH2:43][CH3:44])[C:28](N1[C@@H](C)[C@@H](C2C=CC=CC=2)OC1=O)=[O:29])[CH2:7][CH2:8][CH2:9]/[CH:10]=[CH:11]\[CH2:12]/[CH:13]=[CH:14]\[CH2:15]/[CH:16]=[CH:17]\[CH2:18]/[CH:19]=[CH:20]\[CH2:21]/[CH:22]=[CH:23]\[CH2:24][CH3:25].[O-:45]S([O-])=O.[Na+].[Na+].Cl, predict the reaction product. (5) The product is: [N:18]([CH2:2][C:3]1[CH:8]=[CH:7][CH:6]=[C:5]([Cl:9])[C:4]=1[C:10]([F:17])([F:16])[C:11]([O:13][CH2:14][CH3:15])=[O:12])=[N+:19]=[N-:20]. Given the reactants Br[CH2:2][C:3]1[CH:8]=[CH:7][CH:6]=[C:5]([Cl:9])[C:4]=1[C:10]([F:17])([F:16])[C:11]([O:13][CH2:14][CH3:15])=[O:12].[N-:18]=[N+:19]=[N-:20].[Na+], predict the reaction product. (6) Given the reactants [CH2:1]([O:5][C:6]([N:8]1[CH2:13][CH2:12][N:11]([C:14](=[O:41])[C@@H:15]([NH:26][C:27]([C:29]2[CH:38]=[C:37]([OH:39])[C:36]3[C:31](=[CH:32][C:33]([CH3:40])=[CH:34][CH:35]=3)[N:30]=2)=[O:28])[CH2:16][CH2:17][O:18][CH2:19][C:20]2[CH:25]=[CH:24][CH:23]=[CH:22][CH:21]=2)[CH2:10][CH2:9]1)=[O:7])[CH2:2][CH2:3][CH3:4].C(=O)([O-])[O-].[Cs+].[Cs+].[C:48]([O:52][C:53](=[O:56])[CH2:54]Br)([CH3:51])([CH3:50])[CH3:49], predict the reaction product. The product is: [CH2:1]([O:5][C:6]([N:8]1[CH2:9][CH2:10][N:11]([C:14](=[O:41])[C@@H:15]([NH:26][C:27]([C:29]2[CH:38]=[C:37]([O:39][CH2:54][C:53]([O:52][C:48]([CH3:51])([CH3:50])[CH3:49])=[O:56])[C:36]3[C:31](=[CH:32][C:33]([CH3:40])=[CH:34][CH:35]=3)[N:30]=2)=[O:28])[CH2:16][CH2:17][O:18][CH2:19][C:20]2[CH:21]=[CH:22][CH:23]=[CH:24][CH:25]=2)[CH2:12][CH2:13]1)=[O:7])[CH2:2][CH2:3][CH3:4].